Dataset: Full USPTO retrosynthesis dataset with 1.9M reactions from patents (1976-2016). Task: Predict the reactants needed to synthesize the given product. (1) Given the product [NH2:21][C:20]1[CH:15]2[C:14]([C:22]3[CH:27]=[CH:26][C:25]([CH3:28])=[CH:24][CH:23]=3)=[CH:13][N:12]([C:10]3[CH:11]=[C:6]([C:4]([OH:5])=[O:3])[N:7]=[C:8]([C:29]([OH:31])=[O:30])[CH:9]=3)[CH:16]2[N:17]=[CH:18][N:19]=1, predict the reactants needed to synthesize it. The reactants are: C([O:3][C:4]([C:6]1[CH:11]=[C:10]([N:12]2[CH:16]3[N:17]=[CH:18][N:19]=[C:20]([NH2:21])[CH:15]3[C:14]([C:22]3[CH:27]=[CH:26][C:25]([CH3:28])=[CH:24][CH:23]=3)=[CH:13]2)[CH:9]=[C:8]([C:29]([O:31]CC)=[O:30])[N:7]=1)=[O:5])C.[OH-].[Na+].C(O)(C(F)(F)F)=O. (2) The reactants are: [CH3:1][Si:2]([CH3:35])([CH3:34])[CH2:3][CH2:4][O:5][CH2:6][N:7]1[C:15]2[CH2:14][CH:13]([C:16]3[CH:17]=[N:18][N:19]([CH2:21][O:22][CH2:23][CH2:24][Si:25]([CH3:28])([CH3:27])[CH3:26])[CH:20]=3)[CH2:12][CH2:11][C:10]=2[C:9]([C:29]([O:31]CC)=[O:30])=[N:8]1.O.[OH-].[Li+].Cl. Given the product [CH3:1][Si:2]([CH3:35])([CH3:34])[CH2:3][CH2:4][O:5][CH2:6][N:7]1[C:15]2[CH2:14][CH:13]([C:16]3[CH:17]=[N:18][N:19]([CH2:21][O:22][CH2:23][CH2:24][Si:25]([CH3:26])([CH3:27])[CH3:28])[CH:20]=3)[CH2:12][CH2:11][C:10]=2[C:9]([C:29]([OH:31])=[O:30])=[N:8]1, predict the reactants needed to synthesize it. (3) Given the product [C:4]([O:3][CH2:1][CH3:2])(=[O:5])[CH3:6].[CH3:4][CH2:6][CH2:7][CH:8]([CH3:9])[CH3:13], predict the reactants needed to synthesize it. The reactants are: [CH2:1]([O:3][C:4]([C:6]1N[C:9]2=CN=C(Br)[CH:13]=[C:8]2[CH:7]=1)=[O:5])[CH3:2].C(NC(C)C)(C)C.C[Si](C#C)(C)C. (4) Given the product [ClH:1].[ClH:1].[CH2:12]([N:9]1[CH2:10][CH2:11][CH:6]([C:4]([NH2:19])=[NH:5])[CH2:7][CH2:8]1)[C:13]1[CH:18]=[CH:17][CH:16]=[CH:15][CH:14]=1, predict the reactants needed to synthesize it. The reactants are: [ClH:1].CO[C:4]([CH:6]1[CH2:11][CH2:10][N:9]([CH2:12][C:13]2[CH:18]=[CH:17][CH:16]=[CH:15][CH:14]=2)[CH2:8][CH2:7]1)=[NH:5].[NH3:19]. (5) Given the product [F:16][C:15]([F:18])([F:17])[CH2:14][N:6]1[C:5]2[CH:19]=[CH:20][C:2]([NH:1][C:35](=[O:36])[CH2:23][C:22]([CH3:27])([CH3:26])[CH3:21])=[CH:3][C:4]=2[O:9][CH2:8][CH:7]1[C:10]([F:11])([F:12])[F:13], predict the reactants needed to synthesize it. The reactants are: [NH2:1][C:2]1[CH:20]=[CH:19][C:5]2[N:6]([CH2:14][C:15]([F:18])([F:17])[F:16])[CH:7]([C:10]([F:13])([F:12])[F:11])[CH2:8][O:9][C:4]=2[CH:3]=1.[CH3:21][C:22]([CH3:27])([CH3:26])[C:23](Cl)=O.N1C=CC=CC=1.C[CH2:35][O:36]C(C)=O. (6) Given the product [Cl:12][C:13]1[CH:14]=[CH:15][C:16]2[N:17]([CH:2]=[C:3]([C:5]3[CH:10]=[CH:9][C:8]([Cl:11])=[CH:7][CH:6]=3)[N:19]=2)[CH:18]=1, predict the reactants needed to synthesize it. The reactants are: Br[CH2:2][C:3]([C:5]1[CH:10]=[CH:9][C:8]([Cl:11])=[CH:7][CH:6]=1)=O.[Cl:12][C:13]1[CH:14]=[CH:15][C:16]([NH2:19])=[N:17][CH:18]=1.O. (7) Given the product [NH2:12][C:7]1[C:6]2[N:13]=[C:14]([CH2:16][CH2:17][CH3:18])[S:15][C:5]=2[C:4]2[CH:3]=[C:2]([C:27]3[CH:28]=[C:23]([NH:22][C:19](=[O:21])[CH3:20])[CH:24]=[CH:25][CH:26]=3)[CH:11]=[CH:10][C:9]=2[N:8]=1, predict the reactants needed to synthesize it. The reactants are: Br[C:2]1[CH:11]=[CH:10][C:9]2[N:8]=[C:7]([NH2:12])[C:6]3[N:13]=[C:14]([CH2:16][CH2:17][CH3:18])[S:15][C:5]=3[C:4]=2[CH:3]=1.[C:19]([NH:22][C:23]1[CH:24]=[C:25](B(O)O)[CH:26]=[CH:27][CH:28]=1)(=[O:21])[CH3:20].